This data is from Forward reaction prediction with 1.9M reactions from USPTO patents (1976-2016). The task is: Predict the product of the given reaction. (1) The product is: [CH:18]1([CH2:17][NH:16][C:14]([C:11]2[CH:12]=[CH:13][C:8]([C:6]3[C:5]([CH3:21])=[CH:4][CH:3]=[C:2]([NH:1][C:27]([C:25]4[N:24]=[CH:23][S:22][CH:26]=4)=[O:28])[CH:7]=3)=[CH:9][CH:10]=2)=[O:15])[CH2:20][CH2:19]1. Given the reactants [NH2:1][C:2]1[CH:3]=[CH:4][C:5]([CH3:21])=[C:6]([C:8]2[CH:13]=[CH:12][C:11]([C:14]([NH:16][CH2:17][CH:18]3[CH2:20][CH2:19]3)=[O:15])=[CH:10][CH:9]=2)[CH:7]=1.[S:22]1[CH:26]=[C:25]([C:27](O)=[O:28])[N:24]=[CH:23]1, predict the reaction product. (2) Given the reactants [Si:1]([O:8][C@@H:9]1[C@@:29]2([CH3:30])[C:13](=[CH:14][CH:15]=[C:16]3[C@@H:28]2[CH2:27][CH2:26][C@@:25]2([CH3:31])[C@H:17]3[CH2:18][CH:19]=[C:20]2[C:21]([OH:24])([CH3:23])[CH3:22])[CH2:12][C@@H:11]([O:32][Si:33]([C:36]([CH3:39])([CH3:38])[CH3:37])([CH3:35])[CH3:34])[CH2:10]1)([C:4]([CH3:7])([CH3:6])[CH3:5])([CH3:3])[CH3:2].Br/[CH:41]=[CH:42]\[CH2:43][C:44]([CH2:55][CH3:56])([O:47][Si:48]([CH2:53][CH3:54])([CH2:51][CH3:52])[CH2:49][CH3:50])[CH2:45][CH3:46].[H-].[Na+].C1OCCOCCOCCOCCOC1, predict the reaction product. The product is: [Si:1]([O:8][C@@H:9]1[C@@:29]2([CH3:30])[C:13](=[CH:14][CH:15]=[C:16]3[C@@H:28]2[CH2:27][CH2:26][C@@:25]2([CH3:31])[C@H:17]3[CH2:18][CH:19]=[C:20]2[C:21]([O:24]/[CH:41]=[CH:42]\[CH2:43][C:44]([CH2:55][CH3:56])([O:47][Si:48]([CH2:53][CH3:54])([CH2:49][CH3:50])[CH2:51][CH3:52])[CH2:45][CH3:46])([CH3:23])[CH3:22])[CH2:12][C@@H:11]([O:32][Si:33]([C:36]([CH3:39])([CH3:38])[CH3:37])([CH3:34])[CH3:35])[CH2:10]1)([C:4]([CH3:7])([CH3:6])[CH3:5])([CH3:3])[CH3:2]. (3) Given the reactants [CH2:1]1[O:20][C:19]2[CH:18]=[CH:17][C:5]([C:6]([C:8]3[CH:13]=[C:12]4[O:14][CH2:15][O:16][C:11]4=[CH:10][CH:9]=3)=O)=[C:4]([NH2:21])[C:3]=2O1.[O-:22][C:23]#[N:24].[Na+].[OH2:26], predict the reaction product. The product is: [CH2:1]1[O:20][C:19]2[CH:3]=[C:4]3[C:5]([C:6]([C:8]4[CH:9]=[CH:10][C:11]5[O:16][CH2:15][O:14][C:12]=5[CH:13]=4)=[N:24][C:23](=[O:22])[NH:21]3)=[CH:17][C:18]=2[O:26]1.